Dataset: Experimentally validated miRNA-target interactions with 360,000+ pairs, plus equal number of negative samples. Task: Binary Classification. Given a miRNA mature sequence and a target amino acid sequence, predict their likelihood of interaction. (1) The protein sequence of the target gene is MKLLCLVAVVGCLLVPPAQANKSSEDIRCKCICPPYRNISGHIYNQNVSQKDCNCLHVVEPMPVPGHDVEAYCLLCECRYEERSTTTIKVIIVIYLSVVGALLLYMAFLMLVDPLIRKPDAYTEQLHNEEENEDARTMATAAASIGGPRANTVLERVEGAQQRWKLQVQEQRKTVFDRHKMLS. The miRNA is rno-miR-182 with sequence UUUGGCAAUGGUAGAACUCACACCG. Result: 0 (no interaction). (2) The miRNA is hsa-miR-642a-5p with sequence GUCCCUCUCCAAAUGUGUCUUG. The protein sequence of the target gene is MGSVGSQRLEEPSVAGTPDPGVVMSFTFDSHQLEEAAEAAQGQGLRARGVPAFTDTTLDEPVPDDRYHAIYFAMLLAGVGFLLPYNSFITDVDYLHHKYPGTSIVFDMSLTYILVALAAVLLNNVLVERLTLHTRITAGYLLALGPLLFISICDVWLQLFSRDQAYAINLAAVGTVAFGCTVQQSSFYGYTGMLPKRYTQGVMTGESTAGVMISLSRILTKLLLPDERASTLIFFLVSVALELLCFLLHLLVRRSRFVLFYTTRPRDSHRGRPGLGRGYGYRVHHDVVAGDVHFEHPAPA.... Result: 0 (no interaction).